Regression. Given a peptide amino acid sequence and an MHC pseudo amino acid sequence, predict their binding affinity value. This is MHC class II binding data. From a dataset of Peptide-MHC class II binding affinity with 134,281 pairs from IEDB. The peptide sequence is ILLGSHKDSDVPSCP. The MHC is DRB1_0101 with pseudo-sequence DRB1_0101. The binding affinity (normalized) is 0.180.